From a dataset of Forward reaction prediction with 1.9M reactions from USPTO patents (1976-2016). Predict the product of the given reaction. (1) Given the reactants [Cl-].[Al+3].[Cl-].[Cl-].[C:5](Cl)(=[O:7])[CH3:6].[C:9]([C:13]1[CH:18]=[CH:17][CH:16]=[CH:15][C:14]=1[OH:19])([CH3:12])([CH3:11])[CH3:10].C(=O)([O-])[O-].[K+].[K+].Cl, predict the reaction product. The product is: [C:9]([C:13]1[CH:18]=[CH:17][C:16]([C:5](=[O:7])[CH3:6])=[CH:15][C:14]=1[OH:19])([CH3:12])([CH3:10])[CH3:11]. (2) Given the reactants [NH2:1][C:2]([CH:4]1[CH2:9][CH2:8][CH2:7][N:6]([C:10]2[N:11]=[C:12]3[CH:29]=[C:28]([C:30]([NH:32][C:33]4[S:34][CH:35]=[C:36]([C:38]([CH3:41])([CH3:40])[CH3:39])[N:37]=4)=[O:31])[CH:27]=[CH:26][N:13]3[C:14](=[O:25])[C:15]=2/[CH:16]=[CH:17]/[C:18]([O:20]C(C)(C)C)=[O:19])[CH2:5]1)=[O:3], predict the reaction product. The product is: [NH2:1][C:2]([CH:4]1[CH2:9][CH2:8][CH2:7][N:6]([C:10]2[N:11]=[C:12]3[CH:29]=[C:28]([C:30]([NH:32][C:33]4[S:34][CH:35]=[C:36]([C:38]([CH3:41])([CH3:40])[CH3:39])[N:37]=4)=[O:31])[CH:27]=[CH:26][N:13]3[C:14](=[O:25])[C:15]=2/[CH:16]=[CH:17]/[C:18]([OH:20])=[O:19])[CH2:5]1)=[O:3].